From a dataset of Reaction yield outcomes from USPTO patents with 853,638 reactions. Predict the reaction yield, written as a fraction of the theoretical maximum amount of product (1.0 means a 100% yield; for example, 0.34 means a 34% yield). The reactants are [F:1][C:2]1[CH:3]=[CH:4][C:5]2[O:10][CH2:9][C:8](=[O:11])[NH:7][C:6]=2[CH:12]=1.[Br:13]Br. The catalyst is ClCCl. The product is [Br:13][C:3]1[C:2]([F:1])=[CH:12][C:6]2[NH:7][C:8](=[O:11])[CH2:9][O:10][C:5]=2[CH:4]=1. The yield is 0.995.